Dataset: Reaction yield outcomes from USPTO patents with 853,638 reactions. Task: Predict the reaction yield, written as a fraction of the theoretical maximum amount of product (1.0 means a 100% yield; for example, 0.34 means a 34% yield). (1) The reactants are FC(F)(F)S(O[C:7]1[CH2:12][CH2:11][CH:10]([CH2:13][NH:14][C:15](=[O:36])[C:16]2[CH:21]=[CH:20][C:19]([C:22]3[O:23][C:24]4[C:30]([CH:31]([CH3:33])[CH3:32])=[CH:29][C:28]([C:34]#[N:35])=[CH:27][C:25]=4[N:26]=3)=[CH:18][CH:17]=2)[CH2:9][CH:8]=1)(=O)=O.[F:39][C:40]1[CH:45]=[CH:44][C:43](B(O)O)=[CH:42][CH:41]=1.C(=O)([O-])[O-].[K+].[K+]. The catalyst is O1CCCC1.[Pd](Cl)Cl.C(P(C(C)(C)C)[C-]1C=CC=C1)(C)(C)C.[C-]1(P(C(C)(C)C)C(C)(C)C)C=CC=C1.[Fe+2]. The product is [C:34]([C:28]1[CH:29]=[C:30]([CH:31]([CH3:32])[CH3:33])[C:24]2[O:23][C:22]([C:19]3[CH:18]=[CH:17][C:16]([C:15]([NH:14][CH2:13][CH:10]4[CH2:11][CH2:12][C:7]([C:43]5[CH:44]=[CH:45][C:40]([F:39])=[CH:41][CH:42]=5)=[CH:8][CH2:9]4)=[O:36])=[CH:21][CH:20]=3)=[N:26][C:25]=2[CH:27]=1)#[N:35]. The yield is 0.830. (2) The reactants are C[O:2][C:3]([C:5]1([C:9]2[CH:14]=[CH:13][C:12]([NH:15][C:16]3[N:21]=[C:20]([N:22]4[CH2:27][CH2:26][CH:25]([OH:28])[CH2:24][CH2:23]4)[CH:19]=[C:18]([C:29]4[CH:30]=[N:31][N:32]([CH3:34])[CH:33]=4)[N:17]=3)=[CH:11][CH:10]=2)[CH2:8][CH2:7][CH2:6]1)=[O:4].[OH-].[Na+]. The catalyst is CO. The product is [OH:28][CH:25]1[CH2:26][CH2:27][N:22]([C:20]2[CH:19]=[C:18]([C:29]3[CH:30]=[N:31][N:32]([CH3:34])[CH:33]=3)[N:17]=[C:16]([NH:15][C:12]3[CH:13]=[CH:14][C:9]([C:5]4([C:3]([OH:4])=[O:2])[CH2:6][CH2:7][CH2:8]4)=[CH:10][CH:11]=3)[N:21]=2)[CH2:23][CH2:24]1. The yield is 0.719. (3) The reactants are [CH3:1][N:2]=[C:3]=[S:4].[C:5]([O:9][C:10]([N:12]1[CH2:17][CH2:16][NH:15][CH:14]([C:18]2[O:22][N:21]=[C:20]([C:23]3[CH:28]=[CH:27][CH:26]=[C:25]([Cl:29])[CH:24]=3)[N:19]=2)[CH2:13]1)=[O:11])([CH3:8])([CH3:7])[CH3:6]. The catalyst is C(Cl)(Cl)Cl. The product is [C:5]([O:9][C:10]([N:12]1[CH2:17][CH2:16][N:15]([C:3](=[S:4])[NH:2][CH3:1])[CH:14]([C:18]2[O:22][N:21]=[C:20]([C:23]3[CH:28]=[CH:27][CH:26]=[C:25]([Cl:29])[CH:24]=3)[N:19]=2)[CH2:13]1)=[O:11])([CH3:8])([CH3:6])[CH3:7]. The yield is 0.600. (4) The reactants are [C:1]1([C:7]#[C:8][C:9]2[N:14]=[C:13]([C:15]([OH:17])=O)[CH:12]=[CH:11][CH:10]=2)[CH:6]=[CH:5][CH:4]=[CH:3][CH:2]=1.CN(C(ON1N=NC2C=CC=CC1=2)=[N+](C)C)C.F[P-](F)(F)(F)(F)F.[NH:42]1[CH:46]=[CH:45][N:44]=[C:43]1[NH:47][C:48]([C:50]1[C:58]2[NH:57][C:56]([NH2:59])=[N:55][C:54]=2[CH:53]=[CH:52][CH:51]=1)=[O:49].C([O-])(O)=O.[Na+]. The catalyst is CN(C=O)C.CCN(C(C)C)C(C)C.O. The product is [NH:44]1[CH:45]=[CH:46][N:42]=[C:43]1[NH:47][C:48]([C:50]1[C:58]2[N:57]=[C:56]([NH:59][C:15]([C:13]3[CH:12]=[CH:11][CH:10]=[C:9]([C:8]#[C:7][C:1]4[CH:2]=[CH:3][CH:4]=[CH:5][CH:6]=4)[N:14]=3)=[O:17])[NH:55][C:54]=2[CH:53]=[CH:52][CH:51]=1)=[O:49]. The yield is 0.430. (5) The reactants are [NH2:1][C@H:2]1[CH2:7][CH2:6][C@H:5]([OH:8])[CH2:4][CH2:3]1.C(=O)([O-])[O-].[Cs+].[Cs+].[CH2:15](Br)[C:16]1[CH:21]=[CH:20][CH:19]=[CH:18][CH:17]=1. The catalyst is C(#N)C. The product is [CH2:15]([N:1]([CH2:15][C:16]1[CH:21]=[CH:20][CH:19]=[CH:18][CH:17]=1)[C@H:2]1[CH2:7][CH2:6][C@H:5]([OH:8])[CH2:4][CH2:3]1)[C:16]1[CH:21]=[CH:20][CH:19]=[CH:18][CH:17]=1. The yield is 0.850.